From a dataset of Forward reaction prediction with 1.9M reactions from USPTO patents (1976-2016). Predict the product of the given reaction. (1) Given the reactants [Cl:1][C:2]1[C:3]([O:11][CH2:12][CH:13]2[CH2:15][CH2:14]2)=[CH:4][C:5]([C:8]([OH:10])=O)=[N:6][CH:7]=1.[NH2:16][CH2:17][C:18]1([CH2:23][OH:24])[CH2:22][CH2:21][CH2:20][CH2:19]1, predict the reaction product. The product is: [OH:24][CH2:23][C:18]1([CH2:17][NH:16][C:8]([C:5]2[CH:4]=[C:3]([O:11][CH2:12][CH:13]3[CH2:15][CH2:14]3)[C:2]([Cl:1])=[CH:7][N:6]=2)=[O:10])[CH2:22][CH2:21][CH2:20][CH2:19]1. (2) The product is: [CH3:13][O:14][C:15]1[CH:22]=[CH:21][C:4]([CH2:5][N:1]2[CH:2]=[N:10][C:9]([S:11][CH3:12])=[N:8][C:6]2=[O:7])=[CH:17][CH:16]=1. Given the reactants [N:1]1([C:6]([NH:8][C:9]([S:11][CH3:12])=[NH:10])=[O:7])[CH:5]=[CH:4]N=[CH:2]1.[CH3:13][O:14][C:15]1[CH:22]=[CH:21]C(CN)=[CH:17][CH:16]=1, predict the reaction product. (3) Given the reactants [N+:1]([C:4]1[CH:9]=[C:8]([N+:10]([O-:12])=[O:11])[CH:7]=[CH:6][C:5]=1[CH3:13])([O-:3])=[O:2].[CH2:14]=[O:15].[K].Cl.CN1[C:23](=[O:24])CCC1, predict the reaction product. The product is: [N+:1]([C:4]1[CH:9]=[C:8]([N+:10]([O-:12])=[O:11])[CH:7]=[CH:6][C:5]=1[CH:13]([CH2:23][OH:24])[CH2:14][OH:15])([O-:3])=[O:2]. (4) Given the reactants Cl[C:2]1[N:7]=[C:6]([CH2:8][CH2:9][C:10]2[CH:15]=[CH:14][CH:13]=[CH:12][C:11]=2[C:16]2([C:19]([NH2:21])=[O:20])[CH2:18][CH2:17]2)[C:5]([Cl:22])=[CH:4][N:3]=1.[F:23][CH:24]([F:31])[N:25]1[CH:29]=[C:28]([NH2:30])[CH:27]=[N:26]1.O.C1(C)C=CC(S(O)(=O)=O)=CC=1, predict the reaction product. The product is: [Cl:22][C:5]1[C:6]([CH2:8][CH2:9][C:10]2[CH:15]=[CH:14][CH:13]=[CH:12][C:11]=2[C:16]2([C:19]([NH2:21])=[O:20])[CH2:18][CH2:17]2)=[N:7][C:2]([NH:30][C:28]2[CH:27]=[N:26][N:25]([CH:24]([F:31])[F:23])[CH:29]=2)=[N:3][CH:4]=1.